From a dataset of Full USPTO retrosynthesis dataset with 1.9M reactions from patents (1976-2016). Predict the reactants needed to synthesize the given product. Given the product [ClH:21].[CH3:1][N:2]([CH3:20])[CH:3]1[CH2:4][CH2:5][CH:6]([NH:9][CH2:17][CH2:18][OH:19])[CH2:7][CH2:8]1, predict the reactants needed to synthesize it. The reactants are: [CH3:1][N:2]([CH3:20])[CH:3]1[CH2:8][CH2:7][CH:6]([N:9]([CH2:17][CH2:18][OH:19])C(=O)OC(C)(C)C)[CH2:5][CH2:4]1.[ClH:21].